From a dataset of NCI-60 drug combinations with 297,098 pairs across 59 cell lines. Regression. Given two drug SMILES strings and cell line genomic features, predict the synergy score measuring deviation from expected non-interaction effect. (1) Drug 1: C1=CC(=C2C(=C1NCCNCCO)C(=O)C3=C(C=CC(=C3C2=O)O)O)NCCNCCO. Drug 2: CC1=C(C(=CC=C1)Cl)NC(=O)C2=CN=C(S2)NC3=CC(=NC(=N3)C)N4CCN(CC4)CCO. Cell line: HS 578T. Synergy scores: CSS=36.8, Synergy_ZIP=2.82, Synergy_Bliss=2.53, Synergy_Loewe=-0.111, Synergy_HSA=4.54. (2) Drug 1: CCN(CC)CCNC(=O)C1=C(NC(=C1C)C=C2C3=C(C=CC(=C3)F)NC2=O)C. Drug 2: C1C(C(OC1N2C=NC3=C2NC=NCC3O)CO)O. Cell line: UO-31. Synergy scores: CSS=-5.75, Synergy_ZIP=2.81, Synergy_Bliss=0.540, Synergy_Loewe=-6.60, Synergy_HSA=-6.38. (3) Drug 1: C1=CC(=C2C(=C1NCCNCCO)C(=O)C3=C(C=CC(=C3C2=O)O)O)NCCNCCO. Drug 2: CCCS(=O)(=O)NC1=C(C(=C(C=C1)F)C(=O)C2=CNC3=C2C=C(C=N3)C4=CC=C(C=C4)Cl)F. Cell line: PC-3. Synergy scores: CSS=35.2, Synergy_ZIP=12.5, Synergy_Bliss=14.0, Synergy_Loewe=-1.46, Synergy_HSA=12.9. (4) Drug 1: C1CC(=O)NC(=O)C1N2CC3=C(C2=O)C=CC=C3N. Drug 2: CCN(CC)CCNC(=O)C1=C(NC(=C1C)C=C2C3=C(C=CC(=C3)F)NC2=O)C. Cell line: M14. Synergy scores: CSS=4.10, Synergy_ZIP=-0.329, Synergy_Bliss=1.22, Synergy_Loewe=0.423, Synergy_HSA=-0.0768.